This data is from Forward reaction prediction with 1.9M reactions from USPTO patents (1976-2016). The task is: Predict the product of the given reaction. (1) Given the reactants [Cl:1][C:2]1[CH:11]=[CH:10][CH:9]=[CH:8][C:3]=1[C:4](=O)[CH2:5]Br.[CH3:12][O:13][C:14]1[CH:15]=[C:16]([NH:26][C:27]([NH2:29])=[S:28])[CH:17]=[CH:18][C:19]=1[N:20]1[CH:24]=[C:23]([CH3:25])[N:22]=[CH:21]1, predict the reaction product. The product is: [Cl:1][C:2]1[CH:11]=[CH:10][CH:9]=[CH:8][C:3]=1[C:4]1[N:29]=[C:27]([NH:26][C:16]2[CH:17]=[CH:18][C:19]([N:20]3[CH:24]=[C:23]([CH3:25])[N:22]=[CH:21]3)=[C:14]([O:13][CH3:12])[CH:15]=2)[S:28][CH:5]=1. (2) The product is: [CH:1]1[C:10]2[C:5](=[CH:6][CH:7]=[CH:8][CH:9]=2)[CH:4]=[CH:3][C:2]=1[C:11]1[C:12]2[CH:18]=[C:27]([C:26]([OH:29])=[O:28])[S:16][C:13]=2[NH:14][N:15]=1. Given the reactants [CH:1]1[C:10]2[C:5](=[CH:6][CH:7]=[CH:8][CH:9]=2)[CH:4]=[CH:3][C:2]=1[C:11]1[C:12]2[CH:18]=C(C#N)[S:16][C:13]=2[NH:14][N:15]=1.S(=O)(=O)(O)O.[C:26]([OH:29])(=[O:28])[CH3:27], predict the reaction product. (3) Given the reactants [S:1]1[C:5]2[CH:6]=[CH:7][CH:8]=[CH:9][C:4]=2[C:3]([N:10]2[CH2:15][CH2:14][N:13]([CH2:16][CH:17]([C:19]3[CH:20]=[C:21]4[C:25](=[CH:26][CH:27]=3)[C:24]([CH3:29])([CH3:28])[C:23](=[O:30])[C:22]4([CH3:32])[CH3:31])Cl)[CH2:12][CH2:11]2)=[N:2]1.[CH3:33][NH2:34], predict the reaction product. The product is: [S:1]1[C:5]2[CH:6]=[CH:7][CH:8]=[CH:9][C:4]=2[C:3]([N:10]2[CH2:15][CH2:14][N:13]([CH2:16][CH:17]([C:19]3[CH:20]=[C:21]4[C:25](=[CH:26][CH:27]=3)[C:24]([CH3:29])([CH3:28])[C:23](=[O:30])[C:22]4([CH3:32])[CH3:31])[NH:34][CH3:33])[CH2:12][CH2:11]2)=[N:2]1.